Dataset: Forward reaction prediction with 1.9M reactions from USPTO patents (1976-2016). Task: Predict the product of the given reaction. (1) The product is: [CH3:31][O:30][C:25]1[CH:26]=[CH:27][CH:28]=[CH:29][C:24]=1[CH2:23][O:22][CH2:21][CH2:20][CH2:19][O:18][C:15]1[CH:14]=[CH:13][C:12]([CH:11]2[CH2:10][CH2:9][N:8]([C:32]([O:34][C:35]([CH3:37])([CH3:38])[CH3:36])=[O:33])[CH2:7][CH:6]2[O:5][CH2:4][C:1](=[O:2])[NH:39][C:40]2[CH:45]=[CH:44][CH:43]=[CH:42][CH:41]=2)=[CH:17][CH:16]=1. Given the reactants [C:1]([CH2:4][O:5][CH:6]1[CH:11]([C:12]2[CH:17]=[CH:16][C:15]([O:18][CH2:19][CH2:20][CH2:21][O:22][CH2:23][C:24]3[CH:29]=[CH:28][CH:27]=[CH:26][C:25]=3[O:30][CH3:31])=[CH:14][CH:13]=2)[CH2:10][CH2:9][N:8]([C:32]([O:34][C:35]([CH3:38])([CH3:37])[CH3:36])=[O:33])[CH2:7]1)(O)=[O:2].[NH2:39][C:40]1[CH:45]=[CH:44][CH:43]=[CH:42][CH:41]=1, predict the reaction product. (2) Given the reactants [CH2:1]([OH:8])[C:2]1[CH:7]=[CH:6][CH:5]=[CH:4][CH:3]=1.C[O-].[Na+].[CH3:12][O:13][CH:14]([O:17][CH3:18])[CH2:15]Cl, predict the reaction product. The product is: [CH3:12][O:13][CH:14]([O:17][CH3:18])[CH2:15][O:8][CH2:1][C:2]1[CH:7]=[CH:6][CH:5]=[CH:4][CH:3]=1. (3) Given the reactants [CH:1]1([C:4]2[N:5]=[CH:6][C:7]3[CH2:12][N:11]([C@@H:13]4[CH2:18][C@H:17]([NH2:19])[C@@H:16]([C:20]5[CH:25]=[C:24]([F:26])[C:23]([F:27])=[CH:22][C:21]=5[F:28])[CH2:15][CH2:14]4)[CH2:10][C:8]=3[N:9]=2)[CH2:3][CH2:2]1.O=C1C[C@H](NC(=O)OCC2C=CC=CC=2)[C@@H](C2C=C(F)C(F)=CC=2F)CC1, predict the reaction product. The product is: [CH:1]1([C:4]2[N:5]=[CH:6][C:7]3[C:8](=[CH:10][N:11]([C@@H:13]4[CH2:18][C@H:17]([NH2:19])[C@@H:16]([C:20]5[CH:25]=[C:24]([F:26])[C:23]([F:27])=[CH:22][C:21]=5[F:28])[CH2:15][CH2:14]4)[CH:12]=3)[N:9]=2)[CH2:2][CH2:3]1. (4) Given the reactants [NH2:1][C:2]1[C:3]([CH3:13])=[CH:4][C:5]([C:8]([O:10][CH2:11][CH3:12])=[O:9])=[N:6][CH:7]=1.II.[I:16]([O-])(=O)(=O)=O.[Na+].S([O-])([O-])(=O)=S.[Na+].[Na+], predict the reaction product. The product is: [NH2:1][C:2]1[C:3]([CH3:13])=[CH:4][C:5]([C:8]([O:10][CH2:11][CH3:12])=[O:9])=[N:6][C:7]=1[I:16]. (5) The product is: [CH2:7]([O:9][C:10]([C:12]1[N:13]([C:32]2[CH:37]=[CH:36][C:35]([O:38][CH:39]([CH3:41])[CH3:40])=[CH:34][CH:33]=2)[C:14]2[C:19]([CH:20]=1)=[CH:18][C:17]([C:21]1[CH:22]=[N:23][C:24]([O:27][CH:28]([CH3:29])[CH3:30])=[CH:25][CH:26]=1)=[CH:16][CH:15]=2)=[O:11])[CH3:8]. Given the reactants CNCCNC.[CH2:7]([O:9][C:10]([C:12]1[NH:13][C:14]2[C:19]([CH:20]=1)=[CH:18][C:17]([C:21]1[CH:22]=[N:23][C:24]([O:27][CH:28]([CH3:30])[CH3:29])=[CH:25][CH:26]=1)=[CH:16][CH:15]=2)=[O:11])[CH3:8].Br[C:32]1[CH:37]=[CH:36][C:35]([O:38][CH:39]([CH3:41])[CH3:40])=[CH:34][CH:33]=1.[O-]P([O-])([O-])=O.[K+].[K+].[K+], predict the reaction product. (6) Given the reactants [Cl:1][C:2]1[C:10]([OH:11])=[C:9]2[C:5]([CH:6]=[CH:7][C:8]2=O)=[CH:4][CH:3]=1, predict the reaction product. The product is: [Cl:1][C:2]1[CH:3]=[CH:4][C:5]2[CH2:6][CH2:7][CH2:8][C:9]=2[C:10]=1[OH:11].